The task is: Predict which catalyst facilitates the given reaction.. This data is from Catalyst prediction with 721,799 reactions and 888 catalyst types from USPTO. (1) Reactant: [CH3:1][O:2][C:3]1[CH:8]=[CH:7][C:6]([C:9]2[CH:10]=[C:11]3[C:16]4=[C:17]([CH:19]5[CH2:24][N:23](C(OC(C)(C)C)=O)[CH2:22][CH2:21][CH:20]5[N:15]4[CH2:14][CH2:13][CH2:12]3)[CH:18]=2)=[C:5]([C:32]([F:35])([F:34])[F:33])[CH:4]=1. Product: [CH3:1][O:2][C:3]1[CH:8]=[CH:7][C:6]([C:9]2[CH:10]=[C:11]3[C:16]4=[C:17]([C:19]5[CH2:24][NH:23][CH2:22][CH2:21][C:20]=5[N:15]4[CH2:14][CH2:13][CH2:12]3)[CH:18]=2)=[C:5]([C:32]([F:35])([F:33])[F:34])[CH:4]=1. The catalyst class is: 23. (2) Reactant: CO[C:3](=[O:17])[C:4]([C:6]1[CH:7]=[C:8]([CH3:16])[CH:9]=[C:10]2[C:14]=1[N:13]([CH3:15])[CH:12]=[CH:11]2)=[O:5].[F:18][C:19]1[CH:27]=[C:26]2[C:22]([C:23]([CH2:28][C:29]([NH2:31])=[O:30])=[CH:24][NH:25]2)=[CH:21][CH:20]=1.CC(C)([O-])C.[K+].C1COCC1.Cl. Product: [CH3:15][N:13]1[C:14]2[C:10](=[CH:9][C:8]([CH3:16])=[CH:7][C:6]=2[C:4](=[O:5])[C:3]([NH:31][C:29](=[O:30])[CH2:28][C:23]2[C:22]3[C:26](=[CH:27][C:19]([F:18])=[CH:20][CH:21]=3)[NH:25][CH:24]=2)=[O:17])[CH:11]=[CH:12]1. The catalyst class is: 3. (3) The catalyst class is: 59. Product: [CH3:7][O:6][CH:3]([O:2][CH3:1])[C:4]1[CH2:18][C:19]2([CH2:24][CH2:23][CH2:22][CH2:21][CH2:20]2)[O:9][N:8]=1. Reactant: [CH3:1][O:2][CH:3]([O:6][CH3:7])[CH:4]=O.[NH2:8][OH:9].C1C(=O)N(Cl)C(=O)C1.[CH2:18]=[C:19]1[CH2:24][CH2:23][CH2:22][CH2:21][CH2:20]1.CCN(C(C)C)C(C)C. (4) Reactant: [Br:1][C:2]1[S:6][C:5]([C:7](=[O:14])[CH2:8][C:9]([O:11][CH2:12][CH3:13])=[O:10])=[CH:4][CH:3]=1.[F:15][C:16]1[CH:17]=[C:18]([CH:21]=[CH:22][CH:23]=1)[CH:19]=O.N1CCCCC1.C(O)(=O)C. Product: [Br:1][C:2]1[S:6][C:5]([C:7]([C:8](=[CH:19][C:18]2[CH:21]=[CH:22][CH:23]=[C:16]([F:15])[CH:17]=2)[C:9]([O:11][CH2:12][CH3:13])=[O:10])=[O:14])=[CH:4][CH:3]=1. The catalyst class is: 48. (5) Reactant: C([O:8][C:9](=[O:31])[C@@H:10]([NH:23][C:24]([O:26][C:27]([CH3:30])([CH3:29])[CH3:28])=[O:25])[CH2:11][O:12][C:13]1[C:18]([N+:19]([O-])=O)=[CH:17][CH:16]=[CH:15][C:14]=1[Cl:22])C1C=CC=CC=1. Product: [NH2:19][C:18]1[CH:17]=[CH:16][CH:15]=[C:14]([Cl:22])[C:13]=1[O:12][CH2:11][C@H:10]([NH:23][C:24]([O:26][C:27]([CH3:30])([CH3:28])[CH3:29])=[O:25])[C:9]([OH:31])=[O:8]. The catalyst class is: 181.